Dataset: Full USPTO retrosynthesis dataset with 1.9M reactions from patents (1976-2016). Task: Predict the reactants needed to synthesize the given product. Given the product [OH:1][CH2:2][CH2:3][CH2:4][CH2:5][CH2:6][NH:7][S:8]([C:11]1[CH:16]=[CH:15][C:14]([C:22]2[CH:21]=[CH:20][C:19]([F:18])=[CH:24][C:23]=2[F:25])=[CH:13][CH:12]=1)(=[O:10])=[O:9], predict the reactants needed to synthesize it. The reactants are: [OH:1][CH2:2][CH2:3][CH2:4][CH2:5][CH2:6][NH:7][S:8]([C:11]1[CH:16]=[CH:15][C:14](Br)=[CH:13][CH:12]=1)(=[O:10])=[O:9].[F:18][C:19]1[CH:24]=[C:23]([F:25])[CH:22]=[CH:21][C:20]=1B(O)O.